Dataset: Peptide-MHC class II binding affinity with 134,281 pairs from IEDB. Task: Regression. Given a peptide amino acid sequence and an MHC pseudo amino acid sequence, predict their binding affinity value. This is MHC class II binding data. (1) The binding affinity (normalized) is 0.165. The peptide sequence is FPKEVWEQIFSTWLL. The MHC is DRB3_0202 with pseudo-sequence DRB3_0202. (2) The peptide sequence is AVNGKKSAHGSPTFW. The MHC is DRB1_0701 with pseudo-sequence DRB1_0701. The binding affinity (normalized) is 0. (3) The peptide sequence is YVGHDEFDAFVAYHI. The MHC is DRB1_1602 with pseudo-sequence DRB1_1602. The binding affinity (normalized) is 0.479. (4) The MHC is DRB1_0701 with pseudo-sequence DRB1_0701. The peptide sequence is CRKELAAVSVDCSEY. The binding affinity (normalized) is 0.306.